This data is from Reaction yield outcomes from USPTO patents with 853,638 reactions. The task is: Predict the reaction yield, written as a fraction of the theoretical maximum amount of product (1.0 means a 100% yield; for example, 0.34 means a 34% yield). (1) The reactants are [CH2:1]([O:8][CH2:9][CH2:10][CH2:11][C:12]([OH:14])=O)[C:2]1[CH:7]=[CH:6][CH:5]=[CH:4][CH:3]=1.[C:15]([O:19][C:20]([CH3:23])([CH3:22])[CH3:21])(=[O:18])[NH:16][NH2:17].C(Cl)CCl. The catalyst is C(Cl)Cl. The product is [CH2:1]([O:8][CH2:9][CH2:10][CH2:11][C:12]([NH:17][NH:16][C:15]([O:19][C:20]([CH3:23])([CH3:22])[CH3:21])=[O:18])=[O:14])[C:2]1[CH:3]=[CH:4][CH:5]=[CH:6][CH:7]=1. The yield is 0.930. (2) The reactants are [CH3:1][C:2]1[C:16](=[O:17])[N:15]=[C:14]2[N:4]([C@@H:5]3[O:9][C@H:8]([CH2:10][OH:11])[C@@H:7]([OH:12])[C@@H:6]3[O:13]2)[CH:3]=1.[CH3:18][O:19][CH2:20][CH2:21][O:22]B([O:22][CH2:21][CH2:20][O:19][CH3:18])[O:22][CH2:21][CH2:20][O:19][CH3:18]. The catalyst is COCCO. The product is [CH3:18][O:19][CH2:20][CH2:21][O:22][C@@H:6]1[C@H:7]([OH:12])[C@@H:8]([CH2:10][OH:11])[O:9][C@H:5]1[N:4]1[CH:3]=[C:2]([CH3:1])[C:16](=[O:17])[NH:15][C:14]1=[O:13]. The yield is 0.630. (3) The reactants are [F:1][C:2]([F:24])([F:23])[S:3]([O:6][C:7]1[C:8]([S:21][CH3:22])=[C:9]2[C:13](=[CH:14][CH:15]=1)[N:12]([CH:16]([CH2:18][CH2:19][CH3:20])[CH3:17])[CH:11]=[CH:10]2)(=[O:5])=[O:4].[OH:25]O. The catalyst is C(O)(=O)C. The product is [F:24][C:2]([F:1])([F:23])[S:3]([O:6][C:7]1[C:8]([S:21]([CH3:22])=[O:25])=[C:9]2[C:13](=[CH:14][CH:15]=1)[N:12]([CH:16]([CH2:18][CH2:19][CH3:20])[CH3:17])[CH:11]=[CH:10]2)(=[O:5])=[O:4]. The yield is 1.00.